From a dataset of NCI-60 drug combinations with 297,098 pairs across 59 cell lines. Regression. Given two drug SMILES strings and cell line genomic features, predict the synergy score measuring deviation from expected non-interaction effect. (1) Drug 1: CNC(=O)C1=NC=CC(=C1)OC2=CC=C(C=C2)NC(=O)NC3=CC(=C(C=C3)Cl)C(F)(F)F. Drug 2: C1CCC(C(C1)N)N.C(=O)(C(=O)[O-])[O-].[Pt+4]. Cell line: HOP-92. Synergy scores: CSS=16.8, Synergy_ZIP=-3.33, Synergy_Bliss=0.587, Synergy_Loewe=-1.12, Synergy_HSA=3.88. (2) Drug 1: CS(=O)(=O)C1=CC(=C(C=C1)C(=O)NC2=CC(=C(C=C2)Cl)C3=CC=CC=N3)Cl. Drug 2: COCCOC1=C(C=C2C(=C1)C(=NC=N2)NC3=CC=CC(=C3)C#C)OCCOC.Cl. Cell line: MDA-MB-435. Synergy scores: CSS=-1.93, Synergy_ZIP=5.03, Synergy_Bliss=4.97, Synergy_Loewe=-3.70, Synergy_HSA=-3.00. (3) Drug 1: COC1=C(C=C2C(=C1)N=CN=C2NC3=CC(=C(C=C3)F)Cl)OCCCN4CCOCC4. Drug 2: C1C(C(OC1N2C=NC(=NC2=O)N)CO)O. Cell line: OVCAR-8. Synergy scores: CSS=41.2, Synergy_ZIP=-11.5, Synergy_Bliss=-1.03, Synergy_Loewe=4.78, Synergy_HSA=6.35. (4) Drug 1: C1=C(C(=O)NC(=O)N1)F. Drug 2: CC1=C(C(CCC1)(C)C)C=CC(=CC=CC(=CC(=O)O)C)C. Cell line: NCI-H460. Synergy scores: CSS=35.4, Synergy_ZIP=-4.59, Synergy_Bliss=-13.3, Synergy_Loewe=-12.4, Synergy_HSA=-11.8. (5) Drug 1: CC(C)(C#N)C1=CC(=CC(=C1)CN2C=NC=N2)C(C)(C)C#N. Drug 2: CC=C1C(=O)NC(C(=O)OC2CC(=O)NC(C(=O)NC(CSSCCC=C2)C(=O)N1)C(C)C)C(C)C. Cell line: K-562. Synergy scores: CSS=56.0, Synergy_ZIP=3.46, Synergy_Bliss=1.09, Synergy_Loewe=-47.8, Synergy_HSA=-4.16. (6) Drug 1: CC=C1C(=O)NC(C(=O)OC2CC(=O)NC(C(=O)NC(CSSCCC=C2)C(=O)N1)C(C)C)C(C)C. Drug 2: C1=NC(=NC(=O)N1C2C(C(C(O2)CO)O)O)N. Cell line: KM12. Synergy scores: CSS=48.5, Synergy_ZIP=-1.44, Synergy_Bliss=-0.717, Synergy_Loewe=-19.2, Synergy_HSA=2.35. (7) Drug 1: C1CC(CCC1OC2=C(C(=CC=C2)Cl)F)(CC3=NC(=CC=C3)NC4=NC=CS4)C(=O)O. Drug 2: CCC1=C2CN3C(=CC4=C(C3=O)COC(=O)C4(CC)O)C2=NC5=C1C=C(C=C5)O. Cell line: SW-620. Synergy scores: CSS=47.3, Synergy_ZIP=-0.988, Synergy_Bliss=-0.899, Synergy_Loewe=-5.17, Synergy_HSA=2.65. (8) Drug 1: CC1=C(N=C(N=C1N)C(CC(=O)N)NCC(C(=O)N)N)C(=O)NC(C(C2=CN=CN2)OC3C(C(C(C(O3)CO)O)O)OC4C(C(C(C(O4)CO)O)OC(=O)N)O)C(=O)NC(C)C(C(C)C(=O)NC(C(C)O)C(=O)NCCC5=NC(=CS5)C6=NC(=CS6)C(=O)NCCC[S+](C)C)O. Drug 2: C#CCC(CC1=CN=C2C(=N1)C(=NC(=N2)N)N)C3=CC=C(C=C3)C(=O)NC(CCC(=O)O)C(=O)O. Cell line: K-562. Synergy scores: CSS=30.9, Synergy_ZIP=4.82, Synergy_Bliss=3.03, Synergy_Loewe=-53.7, Synergy_HSA=-7.44.